Dataset: Reaction yield outcomes from USPTO patents with 853,638 reactions. Task: Predict the reaction yield, written as a fraction of the theoretical maximum amount of product (1.0 means a 100% yield; for example, 0.34 means a 34% yield). The reactants are [NH2:1][C:2]1[CH:9]=[CH:8][C:5]([C:6]#[N:7])=[CH:4][CH:3]=1.[CH2:10]([O:12][C:13](=[O:24])[C:14](=[CH:20]OCC)[C:15]([O:17][CH2:18][CH3:19])=[O:16])[CH3:11].CCCCCC. The catalyst is C1(C)C=CC=CC=1. The product is [C:6]([C:5]1[CH:8]=[CH:9][C:2]([NH:1][CH:20]=[C:14]([C:13]([O:12][CH2:10][CH3:11])=[O:24])[C:15]([O:17][CH2:18][CH3:19])=[O:16])=[CH:3][CH:4]=1)#[N:7]. The yield is 0.850.